This data is from Full USPTO retrosynthesis dataset with 1.9M reactions from patents (1976-2016). The task is: Predict the reactants needed to synthesize the given product. (1) Given the product [O:36]1[CH2:37][C@@H:35]1[CH2:34][O:33][C@@H:31]([C:26]1[CH:27]=[CH:28][CH:29]=[CH:30][C:25]=1[CH2:6][CH2:5][CH2:4][CH2:3][CH2:2][C:1]([O:8][CH3:9])=[O:7])[CH3:32], predict the reactants needed to synthesize it. The reactants are: [C:1]([O:8][CH3:9])(=[O:7])[CH2:2][CH2:3][CH2:4][CH:5]=[CH2:6].C12BC(CCC1)CCC2.O1CCCC1.Br[C:25]1[CH:30]=[CH:29][CH:28]=[CH:27][C:26]=1[C@H:31]([O:33][CH2:34][C@H:35]1[CH2:37][O:36]1)[CH3:32].P([O-])([O-])([O-])=O.[K+].[K+].[K+]. (2) Given the product [CH3:23][N:17]1[CH2:16][C:15]2[C:19](=[CH:20][CH:21]=[C:13]([C:11]3[S:12][C:8]([C:4]4[CH:3]=[C:2]([NH:1][S:33]([C:28]5[CH:29]=[CH:30][CH:31]=[CH:32][C:27]=5[N+:24]([O-:26])=[O:25])(=[O:34])=[O:35])[CH:7]=[N:6][CH:5]=4)=[CH:9][CH:10]=3)[CH:14]=2)[C:18]1=[O:22], predict the reactants needed to synthesize it. The reactants are: [NH2:1][C:2]1[CH:3]=[C:4]([C:8]2[S:12][C:11]([C:13]3[CH:14]=[C:15]4[C:19](=[CH:20][CH:21]=3)[C:18](=[O:22])[N:17]([CH3:23])[CH2:16]4)=[CH:10][CH:9]=2)[CH:5]=[N:6][CH:7]=1.[N+:24]([C:27]1[CH:32]=[CH:31][CH:30]=[CH:29][C:28]=1[S:33](Cl)(=[O:35])=[O:34])([O-:26])=[O:25]. (3) Given the product [CH2:1]([O:8][C:9]1[CH:10]=[C:11]([NH:15][C:16]2[N:21]=[CH:20][C:19]([NH:27][C:26]3[CH:28]=[CH:29][C:30]([Cl:31])=[C:24]([Cl:23])[CH:25]=3)=[CH:18][N:17]=2)[CH:12]=[CH:13][CH:14]=1)[C:2]1[CH:7]=[CH:6][CH:5]=[CH:4][CH:3]=1, predict the reactants needed to synthesize it. The reactants are: [CH2:1]([O:8][C:9]1[CH:10]=[C:11]([NH:15][C:16]2[N:21]=[CH:20][C:19](Br)=[CH:18][N:17]=2)[CH:12]=[CH:13][CH:14]=1)[C:2]1[CH:7]=[CH:6][CH:5]=[CH:4][CH:3]=1.[Cl:23][C:24]1[CH:25]=[C:26]([CH:28]=[CH:29][C:30]=1[Cl:31])[NH2:27].C(=O)([O-])[O-].[Cs+].[Cs+]. (4) Given the product [ClH:42].[C:28]1([C:11]2[N:12]=[C:13]3[C:19]4[CH:20]=[CH:21][CH:22]=[CH:23][C:18]=4[NH:17][C:16]4[N:24]=[CH:25][CH:26]=[CH:27][C:15]=4[N:14]3[C:10]=2[C:7]2[CH:6]=[CH:5][C:4]([C:2]([NH2:34])([CH3:1])[CH3:3])=[CH:9][CH:8]=2)[CH:29]=[CH:30][CH:31]=[CH:32][CH:33]=1, predict the reactants needed to synthesize it. The reactants are: [CH3:1][C:2]([NH:34]C(=O)OC(C)(C)C)([C:4]1[CH:9]=[CH:8][C:7]([C:10]2[N:14]3[C:15]4[CH:27]=[CH:26][CH:25]=[N:24][C:16]=4[NH:17][C:18]4[CH:23]=[CH:22][CH:21]=[CH:20][C:19]=4[C:13]3=[N:12][C:11]=2[C:28]2[CH:33]=[CH:32][CH:31]=[CH:30][CH:29]=2)=[CH:6][CH:5]=1)[CH3:3].[ClH:42].